This data is from Reaction yield outcomes from USPTO patents with 853,638 reactions. The task is: Predict the reaction yield, written as a fraction of the theoretical maximum amount of product (1.0 means a 100% yield; for example, 0.34 means a 34% yield). (1) The reactants are Br[C:2]1[CH:11]=[CH:10][C:9]2[C:4](=[CH:5][CH:6]=[CH:7][CH:8]=2)[C:3]=1[C:12]([OH:14])=[O:13].BrC1C=CC=CC=1C(O)=O.[SH:25][C:26]1[CH:34]=[CH:33][CH:32]=[CH:31][C:27]=1[C:28]([OH:30])=[O:29]. No catalyst specified. The product is [C:28]([C:27]1[CH:31]=[CH:32][CH:33]=[CH:34][C:26]=1[S:25][C:2]1[CH:11]=[CH:10][C:9]2[C:4](=[CH:5][CH:6]=[CH:7][CH:8]=2)[C:3]=1[C:12]([OH:14])=[O:13])([OH:30])=[O:29]. The yield is 0.940. (2) The reactants are [I:1][C:2]1[CH:7]=[CH:6][N:5]=[C:4]([N:8]2[C:16]3[CH2:15][CH:14]4[CH2:17][CH:12]([CH2:13]4)[C:11]=3[C:10]([C:18]([OH:20])=O)=[N:9]2)[CH:3]=1.[Cl-].[NH4+:22]. No catalyst specified. The product is [I:1][C:2]1[CH:7]=[CH:6][N:5]=[C:4]([N:8]2[C:16]3[CH2:15][CH:14]4[CH2:17][CH:12]([CH2:13]4)[C:11]=3[C:10]([C:18]([NH2:22])=[O:20])=[N:9]2)[CH:3]=1. The yield is 0.500. (3) The reactants are [NH2:1][C:2]1[CH:10]=[CH:9][CH:8]=[C:7]([Cl:11])[C:3]=1[C:4]([OH:6])=O.O=S(Cl)Cl.[CH3:16][O:17][C:18]1[C:19]([NH2:24])=[CH:20][CH:21]=[CH:22][CH:23]=1.C(Cl)(Cl)Cl. The product is [NH2:1][C:2]1[CH:10]=[CH:9][CH:8]=[C:7]([Cl:11])[C:3]=1[C:4]([NH:24][C:19]1[CH:20]=[CH:21][CH:22]=[CH:23][C:18]=1[O:17][CH3:16])=[O:6]. The catalyst is C1C=CC=CC=1. The yield is 0.810. (4) The reactants are [CH2:1]([NH2:4])[CH2:2][SH:3].Cl.[C:6]1([C:12]([C:20]2[CH:25]=[CH:24][CH:23]=[CH:22][CH:21]=2)([C:14]2[CH:19]=[CH:18][CH:17]=[CH:16][CH:15]=2)O)[CH:11]=[CH:10][CH:9]=[CH:8][CH:7]=1.C(N(CC)CC)C.C(=O)(O)[O-].[Na+]. The catalyst is C(Cl)(Cl)Cl. The product is [C:6]1([C:12]([C:14]2[CH:15]=[CH:16][CH:17]=[CH:18][CH:19]=2)([C:20]2[CH:21]=[CH:22][CH:23]=[CH:24][CH:25]=2)[S:3][CH2:2][CH2:1][NH2:4])[CH:7]=[CH:8][CH:9]=[CH:10][CH:11]=1. The yield is 0.990. (5) The reactants are C([O:3][CH2:4][CH2:5][CH2:6][N:7]1[C:12](=[O:13])[C:11]2[C:14]([CH2:27][CH2:28][CH:29]([CH3:31])[CH3:30])=[C:15]([C:18]3[CH:23]=[CH:22][CH:21]=[CH:20][C:19]=3[CH:24]([CH3:26])[CH3:25])[N:16]=[CH:17][C:10]=2[N:9]([CH3:32])[C:8]1=[O:33])=O.O.O[Li].O. The catalyst is C1COCC1.CC(=O)OCC. The product is [OH:3][CH2:4][CH2:5][CH2:6][N:7]1[C:12](=[O:13])[C:11]2[C:14]([CH2:27][CH2:28][CH:29]([CH3:31])[CH3:30])=[C:15]([C:18]3[CH:23]=[CH:22][CH:21]=[CH:20][C:19]=3[CH:24]([CH3:26])[CH3:25])[N:16]=[CH:17][C:10]=2[N:9]([CH3:32])[C:8]1=[O:33]. The yield is 0.236. (6) The yield is 0.620. The product is [CH:7]12[CH2:8][CH:4]([CH2:5][C@@H:6]1[NH:9][C:10](=[O:19])[O:11][CH2:12][C:13]1[CH:14]=[CH:15][CH:16]=[CH:17][CH:18]=1)[CH2:3][C@@H:2]2[NH:1][C:28](=[O:29])[O:30][CH2:31][C:32]1[CH:37]=[CH:36][CH:35]=[CH:34][CH:33]=1. The reactants are [NH2:1][C@@H:2]1[C@H:7]2[CH2:8][C@H:4]([CH2:5][C@@H:6]2[N:9](CC2C=CC=CC=2)[C:10](=[O:19])[O:11][CH2:12][C:13]2[CH:18]=[CH:17][CH:16]=[CH:15][CH:14]=2)[CH2:3]1.Cl[C:28]([O:30][CH2:31][C:32]1[CH:37]=[CH:36][CH:35]=[CH:34][CH:33]=1)=[O:29].C(N(CC)C(C)C)(C)C. The catalyst is CCO.[Pd]. (7) The reactants are [Cl:1][C:2]1[N:7]=[C:6]([CH2:8][C:9]([C:12]2[CH:17]=[CH:16][C:15]([O:18][CH3:19])=[CH:14][CH:13]=2)=[N:10]O)[CH:5]=[CH:4][CH:3]=1.FC(F)(F)C(OC(=O)C(F)(F)F)=O.C(N(CC)CC)C.O. The catalyst is COCCOC.[Fe](Cl)Cl. The product is [Cl:1][C:2]1[N:7]2[N:10]=[C:9]([C:12]3[CH:17]=[CH:16][C:15]([O:18][CH3:19])=[CH:14][CH:13]=3)[CH:8]=[C:6]2[CH:5]=[CH:4][CH:3]=1. The yield is 0.520. (8) The reactants are [Cl:1][C:2]1[CH:7]=[CH:6][CH:5]=[C:4]([N+:8]([O-])=O)[C:3]=1[N:11]1[CH2:16][CH2:15][N:14]([CH2:17][CH2:18][CH2:19][N:20]2[C:28]3[CH2:27][CH2:26][N:25]([S:29]([CH3:32])(=[O:31])=[O:30])[CH2:24][C:23]=3[C:22]([C:33]3[CH:38]=[CH:37][C:36]([C:39]([F:42])([F:41])[F:40])=[CH:35][CH:34]=3)=[N:21]2)[CH2:13][CH2:12]1.C(O)(=O)C. The catalyst is CCO.[Zn]. The product is [Cl:1][C:2]1[C:3]([N:11]2[CH2:16][CH2:15][N:14]([CH2:17][CH2:18][CH2:19][N:20]3[C:28]4[CH2:27][CH2:26][N:25]([S:29]([CH3:32])(=[O:30])=[O:31])[CH2:24][C:23]=4[C:22]([C:33]4[CH:34]=[CH:35][C:36]([C:39]([F:40])([F:41])[F:42])=[CH:37][CH:38]=4)=[N:21]3)[CH2:13][CH2:12]2)=[C:4]([NH2:8])[CH:5]=[CH:6][CH:7]=1. The yield is 1.00.